Dataset: Full USPTO retrosynthesis dataset with 1.9M reactions from patents (1976-2016). Task: Predict the reactants needed to synthesize the given product. Given the product [O:3]=[C:4]1[C:9]([C:10]([OH:12])=[O:11])=[CH:8][CH:7]=[CH:6][N:5]1[C:14]1[CH:19]=[CH:18][CH:17]=[CH:16][CH:15]=1, predict the reactants needed to synthesize it. The reactants are: [H-].[Na+].[O:3]=[C:4]1[C:9]([C:10]([O:12]C)=[O:11])=[CH:8][CH:7]=[CH:6][N:5]1[C:14]1[CH:19]=[CH:18][CH:17]=[CH:16][CH:15]=1.